This data is from Forward reaction prediction with 1.9M reactions from USPTO patents (1976-2016). The task is: Predict the product of the given reaction. (1) Given the reactants [O-]CC.[Na+].C(O)C.[OH:8][C:9]1[CH:14]=[CH:13][C:12]([CH2:15][CH2:16][CH2:17][C:18]([OH:20])=[O:19])=[CH:11][CH:10]=1.Br[C:22]([CH3:29])([CH3:28])[C:23]([O:25][CH2:26][CH3:27])=[O:24], predict the reaction product. The product is: [CH2:26]([O:25][C:23]([C:22]([CH3:29])([O:8][C:9]1[CH:10]=[CH:11][C:12]([CH2:15][CH2:16][CH2:17][C:18]([OH:20])=[O:19])=[CH:13][CH:14]=1)[CH3:28])=[O:24])[CH3:27]. (2) Given the reactants [CH3:1][S:2]([CH2:5][C:6]([O:8][CH3:9])=[O:7])(=[O:4])=[O:3].[H-].[Na+].Cl[C:13]1[CH:18]=[CH:17][N:16]=[C:15]([S:19][CH3:20])[N:14]=1.Cl, predict the reaction product. The product is: [CH3:1][S:2]([CH:5]([C:13]1[CH:18]=[CH:17][N:16]=[C:15]([S:19][CH3:20])[N:14]=1)[C:6]([O:8][CH3:9])=[O:7])(=[O:4])=[O:3]. (3) The product is: [C:1]([C:5]1[CH:10]=[CH:9][C:8]([N:11]2[C:19]3[C:14](=[CH:15][CH:16]=[CH:17][CH:18]=3)[C:13]([CH:20]=[O:21])=[C:12]2[N:23]2[CH2:28][CH2:27][NH:26][CH2:25][CH2:24]2)=[CH:7][CH:6]=1)([CH3:4])([CH3:3])[CH3:2]. Given the reactants [C:1]([C:5]1[CH:10]=[CH:9][C:8]([N:11]2[C:19]3[C:14](=[CH:15][CH:16]=[CH:17][CH:18]=3)[C:13]([CH:20]=[O:21])=[C:12]2Cl)=[CH:7][CH:6]=1)([CH3:4])([CH3:3])[CH3:2].[NH:23]1[CH2:28][CH2:27][NH:26][CH2:25][CH2:24]1.O, predict the reaction product.